This data is from Full USPTO retrosynthesis dataset with 1.9M reactions from patents (1976-2016). The task is: Predict the reactants needed to synthesize the given product. Given the product [CH2:1]([C:3]1[CH:8]=[C:7]([F:9])[CH:6]=[CH:5][C:4]=1[NH2:10])[CH3:2], predict the reactants needed to synthesize it. The reactants are: [CH2:1]([C:3]1[CH:8]=[C:7]([F:9])[CH:6]=[CH:5][C:4]=1[N+:10]([O-])=O)[CH3:2].[NH4+].[Cl-].C(O)C.O.